From a dataset of Reaction yield outcomes from USPTO patents with 853,638 reactions. Predict the reaction yield, written as a fraction of the theoretical maximum amount of product (1.0 means a 100% yield; for example, 0.34 means a 34% yield). (1) The reactants are [I:1][C:2]1[CH:7]=[CH:6][C:5]([N+:8]([O-])=O)=[CH:4][C:3]=1[O:11][CH3:12].Cl[Sn]Cl. The catalyst is C(O)C. The product is [I:1][C:2]1[CH:7]=[CH:6][C:5]([NH2:8])=[CH:4][C:3]=1[O:11][CH3:12]. The yield is 0.590. (2) The reactants are [CH3:1][C:2]1[CH:7]=[CH:6][CH:5]=[CH:4][C:3]=1B(O)O.Br[C:12]1[CH:18]=[CH:17][CH:16]=[CH:15][C:13]=1[NH2:14].C1(P(C2C=CC=CC=2)C2C=CC=CC=2)C=CC=CC=1.C(=O)([O-])[O-].[K+].[K+]. The catalyst is C([O-])(=O)C.[Pd+2].C([O-])(=O)C.COCCOC. The product is [NH2:14][C:13]1[CH:15]=[CH:16][CH:17]=[CH:18][C:12]=1[C:3]1[CH:4]=[CH:5][CH:6]=[CH:7][C:2]=1[CH3:1]. The yield is 0.848.